This data is from Reaction yield outcomes from USPTO patents with 853,638 reactions. The task is: Predict the reaction yield, written as a fraction of the theoretical maximum amount of product (1.0 means a 100% yield; for example, 0.34 means a 34% yield). (1) The product is [OH:1][C:2]1[C:3]([C:11]2([CH2:25][OH:26])[C:19]3[C:14](=[C:15]([C:20]([F:23])([F:22])[F:21])[CH:16]=[CH:17][CH:18]=3)[NH:13][C:12]2=[O:24])=[CH:4][C:5]2[O:9][CH2:8][O:7][C:6]=2[CH:10]=1. The yield is 0.730. The reactants are [OH:1][C:2]1[C:3]([CH:11]2[C:19]3[C:14](=[C:15]([C:20]([F:23])([F:22])[F:21])[CH:16]=[CH:17][CH:18]=3)[NH:13][C:12]2=[O:24])=[CH:4][C:5]2[O:9][CH2:8][O:7][C:6]=2[CH:10]=1.[CH2:25]=[O:26].[OH-].[Na+]. The catalyst is O1CCCC1.O. (2) The reactants are C([O:3][C:4](=[O:23])[CH2:5][CH:6]1[O:10][B:9]([OH:11])[C:8]2[CH:12]=[C:13]([O:16][C:17]3[CH:22]=[CH:21][CH:20]=[CH:19][CH:18]=3)[CH:14]=[CH:15][C:7]1=2)C.O[Li].O.Cl. The catalyst is CO. The product is [OH:11][B:9]1[C:8]2[CH:12]=[C:13]([O:16][C:17]3[CH:22]=[CH:21][CH:20]=[CH:19][CH:18]=3)[CH:14]=[CH:15][C:7]=2[CH:6]([CH2:5][C:4]([OH:23])=[O:3])[O:10]1. The yield is 0.733. (3) The reactants are Cl[C:2]1[C:7]([C:8]([O:10][CH3:11])=[O:9])=[CH:6][N:5]=[CH:4][CH:3]=1.[Cl:12][C:13]1[CH:18]=[CH:17][C:16](B(O)O)=[C:15]([F:22])[CH:14]=1.C(=O)([O-])[O-].[Cs+].[Cs+]. The catalyst is O1CCOCC1.O.C1C=CC([P]([Pd]([P](C2C=CC=CC=2)(C2C=CC=CC=2)C2C=CC=CC=2)([P](C2C=CC=CC=2)(C2C=CC=CC=2)C2C=CC=CC=2)[P](C2C=CC=CC=2)(C2C=CC=CC=2)C2C=CC=CC=2)(C2C=CC=CC=2)C2C=CC=CC=2)=CC=1. The product is [Cl:12][C:13]1[CH:18]=[CH:17][C:16]([C:2]2[C:7]([C:8]([O:10][CH3:11])=[O:9])=[CH:6][N:5]=[CH:4][CH:3]=2)=[C:15]([F:22])[CH:14]=1. The yield is 0.400.